This data is from CYP2D6 inhibition data for predicting drug metabolism from PubChem BioAssay. The task is: Regression/Classification. Given a drug SMILES string, predict its absorption, distribution, metabolism, or excretion properties. Task type varies by dataset: regression for continuous measurements (e.g., permeability, clearance, half-life) or binary classification for categorical outcomes (e.g., BBB penetration, CYP inhibition). Dataset: cyp2d6_veith. The molecule is CCN(C(=O)Cn1c(=O)oc2ccccc21)c1cccc(C(F)(F)F)c1. The result is 0 (non-inhibitor).